Dataset: Forward reaction prediction with 1.9M reactions from USPTO patents (1976-2016). Task: Predict the product of the given reaction. (1) Given the reactants [CH2:1]([Mg]Br)[CH:2]=[CH2:3].[CH2:6]([N:13]=[C:14]1[CH2:23][CH2:22][C:17]2([O:21][CH2:20][CH2:19][O:18]2)[CH2:16][CH2:15]1)[C:7]1[CH:12]=[CH:11][CH:10]=[CH:9][CH:8]=1.[Cl-].[NH4+], predict the reaction product. The product is: [CH2:3]([C:14]1([NH:13][CH2:6][C:7]2[CH:8]=[CH:9][CH:10]=[CH:11][CH:12]=2)[CH2:23][CH2:22][C:17]2([O:18][CH2:19][CH2:20][O:21]2)[CH2:16][CH2:15]1)[CH:2]=[CH2:1]. (2) Given the reactants [C:1]1([C:7]2([CH2:19][NH2:20])[CH2:12][CH2:11][N:10]([S:13]([CH2:16][CH2:17][CH3:18])(=[O:15])=[O:14])[CH2:9][CH2:8]2)[CH:6]=[CH:5][CH:4]=[CH:3][CH:2]=1.[Cl:21][C:22]1[CH:30]=[CH:29][CH:28]=[CH:27][C:23]=1[C:24](Cl)=[O:25].CCN(C(C)C)C(C)C, predict the reaction product. The product is: [Cl:21][C:22]1[CH:30]=[CH:29][CH:28]=[CH:27][C:23]=1[C:24]([NH:20][CH2:19][C:7]1([C:1]2[CH:6]=[CH:5][CH:4]=[CH:3][CH:2]=2)[CH2:8][CH2:9][N:10]([S:13]([CH2:16][CH2:17][CH3:18])(=[O:15])=[O:14])[CH2:11][CH2:12]1)=[O:25]. (3) The product is: [OH:27][C:28]1[CH:33]=[CH:32][C:31]([C:2]2[N:7]=[C:6]3[N:8]([CH:11]4[CH2:16][CH2:15][N:14]([C:17]([O:19][CH3:20])=[O:18])[CH2:13][CH2:12]4)[N:9]=[CH:10][C:5]3=[C:4]([N:21]3[CH2:26][CH2:25][O:24][CH2:23][CH2:22]3)[N:3]=2)=[CH:30][CH:29]=1. Given the reactants Cl[C:2]1[N:7]=[C:6]2[N:8]([CH:11]3[CH2:16][CH2:15][N:14]([C:17]([O:19][CH3:20])=[O:18])[CH2:13][CH2:12]3)[N:9]=[CH:10][C:5]2=[C:4]([N:21]2[CH2:26][CH2:25][O:24][CH2:23][CH2:22]2)[N:3]=1.[OH:27][C:28]1[CH:33]=[CH:32][C:31](B2OC(C)(C)C(C)(C)O2)=[CH:30][CH:29]=1.C(=O)([O-])[O-].[Na+].[Na+], predict the reaction product.